This data is from Reaction yield outcomes from USPTO patents with 853,638 reactions. The task is: Predict the reaction yield, written as a fraction of the theoretical maximum amount of product (1.0 means a 100% yield; for example, 0.34 means a 34% yield). (1) The reactants are [NH2:1][C:2]1[C:15]2OC3C(=CC=CC=3)[C:7](=[C:16]3[CH2:22][CH:21]4[N:23](C(=O)C(F)(F)F)[CH:18]([CH2:19][CH2:20]4)[CH2:17]3)[C:6]=2[CH:5]=[CH:4][CH:3]=1.Br[C:31]1[CH:32]=[N:33][CH:34]=[CH:35][CH:36]=1.C[C:38]([CH3:41])([O-:40])[CH3:39].[K+].O1C[CH2:46][CH2:45][CH2:44]1.CC1(C)C2C(=C(P(C3C=CC=CC=3)C3C=CC=CC=3)C=CC=2)OC2C(P(C3C=CC=CC=3)C3C=CC=CC=3)=CC=CC1=2. The catalyst is O1CCOCC1.C1C=CC(/C=C/C(/C=C/C2C=CC=CC=2)=O)=CC=1.C1C=CC(/C=C/C(/C=C/C2C=CC=CC=2)=O)=CC=1.C1C=CC(/C=C/C(/C=C/C2C=CC=CC=2)=O)=CC=1.[Pd].[Pd].O. The product is [CH:18]12[NH:23][CH:21]([CH2:20][CH2:19]1)[CH2:22][C:16](=[C:7]1[C:6]3[CH:5]=[CH:4][CH:3]=[C:2]([NH:1][C:31]4[CH:32]=[N:33][CH:34]=[CH:35][CH:36]=4)[C:15]=3[O:40][C:38]3[C:41]1=[CH:44][CH:45]=[CH:46][CH:39]=3)[CH2:17]2. The yield is 0.120. (2) The reactants are Cl.[CH3:2][C:3]1[CH:4]=[C:5]([O:18][S:19]([C:22]2[CH:27]=[CH:26][CH:25]=[CH:24][C:23]=2[S:28]([N:31]([CH2:38][C:39]([O:41]CC)=[O:40])[CH2:32][C:33]([O:35]CC)=[O:34])(=[O:30])=[O:29])(=[O:21])=[O:20])[CH:6]=[C:7]([CH:17]=1)[O:8][CH2:9][CH2:10][CH2:11][O:12][NH:13][C:14]([NH2:16])=[NH:15].C(C(=CC1C=CC(O)=CC=1)C(O)=O)#N. No catalyst specified. The product is [CH3:2][C:3]1[CH:4]=[C:5]([O:18][S:19]([C:22]2[CH:27]=[CH:26][CH:25]=[CH:24][C:23]=2[S:28]([N:31]([CH2:32][C:33]([OH:35])=[O:34])[CH2:38][C:39]([OH:41])=[O:40])(=[O:30])=[O:29])(=[O:20])=[O:21])[CH:6]=[C:7]([CH:17]=1)[O:8][CH2:9][CH2:10][CH2:11][O:12][NH:13][C:14]([NH2:16])=[NH:15]. The yield is 0.870. (3) The reactants are [Cl:1][C:2]1[N:10]=[CH:9][C:8]([Cl:11])=[CH:7][C:3]=1[C:4]([OH:6])=[O:5].S(Cl)(Cl)=O.[CH3:16]O. The catalyst is CCOCC. The product is [Cl:1][C:2]1[N:10]=[CH:9][C:8]([Cl:11])=[CH:7][C:3]=1[C:4]([O:6][CH3:16])=[O:5]. The yield is 0.970. (4) The reactants are [CH3:1][N:2]([C:11]1[CH:12]=[CH:13][CH:14]=[C:15]2[C:19]=1[NH:18][C:17]([C:20]1[S:21][CH:22]([CH2:25][CH:26]=O)[CH2:23][N:24]=1)=[CH:16]2)[S:3]([C:6]1[S:7][CH:8]=[CH:9][CH:10]=1)(=[O:5])=[O:4].[N:28]1[N:29]=[C:30]([NH2:33])[NH:31][CH:32]=1.C(O[BH-](OC(=O)C)OC(=O)C)(=O)C.[Na+].C(=O)([O-])O.[Na+]. The catalyst is C(O)(=O)C. The product is [CH3:1][N:2]([C:11]1[CH:12]=[CH:13][CH:14]=[C:15]2[C:19]=1[NH:18][C:17]([C:20]1[S:21][CH:22]([CH2:25][CH2:26][NH:33][C:30]3[NH:31][CH:32]=[N:28][N:29]=3)[CH2:23][N:24]=1)=[CH:16]2)[S:3]([C:6]1[S:7][CH:8]=[CH:9][CH:10]=1)(=[O:5])=[O:4]. The yield is 0.500. (5) The reactants are [OH:1][C:2]1[CH:9]=[CH:8][C:7]([O:10][CH3:11])=[CH:6][C:3]=1[CH:4]=[O:5].Cl[CH2:13][C:14]1[CH:22]=[CH:21][CH:20]=[C:19]2[C:15]=1[CH:16]=[N:17][N:18]2[CH3:23].C([O-])([O-])=O.[K+].[K+]. The catalyst is CC#N. The product is [CH3:11][O:10][C:7]1[CH:8]=[CH:9][C:2]([O:1][CH2:13][C:14]2[CH:22]=[CH:21][CH:20]=[C:19]3[C:15]=2[CH:16]=[N:17][N:18]3[CH3:23])=[C:3]([CH:6]=1)[CH:4]=[O:5]. The yield is 0.810. (6) The reactants are I[C:2]1[C:10]2[C:5](=[CH:6][C:7]([N+:12]([O-:14])=[O:13])=[C:8]([CH3:11])[CH:9]=2)[N:4]([CH:15]2[CH2:20][CH2:19][CH2:18][CH2:17][O:16]2)[N:3]=1.[CH3:21]B1OB(C)OB(C)O1.P([O-])([O-])([O-])=O.[K+].[K+].[K+]. The catalyst is C1CCC(P(C2CCCCC2)C2CCCCC2)CC1.C1CCC(P(C2CCCCC2)C2CCCCC2)CC1.[Cl-].[Cl-].[Pd+2].O1CCOCC1. The product is [CH3:21][C:2]1[C:10]2[C:5](=[CH:6][C:7]([N+:12]([O-:14])=[O:13])=[C:8]([CH3:11])[CH:9]=2)[N:4]([CH:15]2[CH2:20][CH2:19][CH2:18][CH2:17][O:16]2)[N:3]=1. The yield is 0.680.